Predict the reaction yield, written as a fraction of the theoretical maximum amount of product (1.0 means a 100% yield; for example, 0.34 means a 34% yield). From a dataset of Reaction yield outcomes from USPTO patents with 853,638 reactions. (1) The reactants are [Cl:1][C:2]1[CH:10]=[C:9]([I:11])[CH:8]=[C:7]([Cl:12])[C:3]=1[C:4](O)=[O:5].S(Cl)([Cl:15])=O. The catalyst is C1(C)C=CC=CC=1. The product is [Cl:1][C:2]1[CH:10]=[C:9]([I:11])[CH:8]=[C:7]([Cl:12])[C:3]=1[C:4]([Cl:15])=[O:5]. The yield is 0.990. (2) The reactants are [CH:1]([C:3]1[S:7][CH:6]=[C:5]([C:8]2[CH:13]=[CH:12][C:11]([CH:14]([CH3:23])[CH2:15][NH:16][S:17]([CH:20]([CH3:22])[CH3:21])(=[O:19])=[O:18])=[CH:10][CH:9]=2)[CH:4]=1)=[O:2].[BH4-].[Na+]. The catalyst is C(O)C. The product is [OH:2][CH2:1][C:3]1[S:7][CH:6]=[C:5]([C:8]2[CH:9]=[CH:10][C:11]([CH:14]([CH3:23])[CH2:15][NH:16][S:17]([CH:20]([CH3:22])[CH3:21])(=[O:19])=[O:18])=[CH:12][CH:13]=2)[CH:4]=1. The yield is 0.690. (3) The reactants are [OH:1][C:2]1[CH:3]=[C:4]([CH:9]=[CH:10][C:11]=1[I:12])[C:5]([O:7][CH3:8])=[O:6].[CH2:13](Br)[CH:14]=[CH2:15].[H-].[Na+]. The catalyst is CN(C=O)C. The product is [CH2:15]([O:1][C:2]1[CH:3]=[C:4]([CH:9]=[CH:10][C:11]=1[I:12])[C:5]([O:7][CH3:8])=[O:6])[CH:14]=[CH2:13]. The yield is 1.00.